Dataset: Forward reaction prediction with 1.9M reactions from USPTO patents (1976-2016). Task: Predict the product of the given reaction. (1) Given the reactants [ClH:1].C(OC([N:9]1[CH2:14][CH2:13][C:12]([N:20]([CH3:22])[CH3:21])([C:15]2[S:16][CH:17]=[CH:18][CH:19]=2)[CH2:11][CH2:10]1)=O)(C)(C)C.O.C([O-])([O-])=O.[Na+].[Na+], predict the reaction product. The product is: [ClH:1].[ClH:1].[CH3:21][N:20]([CH3:22])[C:12]1([C:15]2[S:16][CH:17]=[CH:18][CH:19]=2)[CH2:13][CH2:14][NH:9][CH2:10][CH2:11]1. (2) Given the reactants C(O[C:6]([N:8]1[CH2:12][C:11](=[N:13][O:14][CH3:15])[CH2:10][C@H:9]1[C:16]([OH:18])=O)=[O:7])(C)(C)C.[C:19]1([C:28]2[CH:33]=[CH:32][CH:31]=[CH:30][CH:29]=2)[CH:24]=[CH:23][C:22](C(Cl)=O)=[CH:21][CH:20]=1.[CH2:34]([NH2:37])[CH:35]=[CH2:36], predict the reaction product. The product is: [CH2:34]([NH:37][C:16]([C@@H:9]1[CH2:10][C:11](=[N:13][O:14][CH3:15])[CH2:12][N:8]1[C:6]([C:31]1[CH:30]=[CH:29][C:28]([C:19]2[CH:20]=[CH:21][CH:22]=[CH:23][CH:24]=2)=[CH:33][CH:32]=1)=[O:7])=[O:18])[CH:35]=[CH2:36]. (3) The product is: [Si:1]([O:8][CH2:9][C:10]1[S:14][C:13]([C:15]#[N:24])=[C:12]([CH2:17][CH3:18])[CH:11]=1)([C:4]([CH3:7])([CH3:6])[CH3:5])([CH3:3])[CH3:2]. Given the reactants [Si:1]([O:8][CH2:9][C:10]1[S:14][C:13]([CH:15]=O)=[C:12]([CH2:17][CH3:18])[CH:11]=1)([C:4]([CH3:7])([CH3:6])[CH3:5])([CH3:3])[CH3:2].Cl.NO.C([N:24](CC)CC)C.C1(N=C=NC2CCCCC2)CCCCC1, predict the reaction product. (4) Given the reactants [CH3:1][NH:2][C:3]1[CH:8]=[CH:7][C:6]([N+:9]([O-:11])=[O:10])=[C:5]([N:12]2[CH2:17][CH2:16][CH2:15][CH2:14][CH2:13]2)[CH:4]=1.C(N(CC)CC)C.[C:25](OC(=O)C)(=[O:27])[CH3:26], predict the reaction product. The product is: [CH3:1][N:2]([C:3]1[CH:8]=[CH:7][C:6]([N+:9]([O-:11])=[O:10])=[C:5]([N:12]2[CH2:17][CH2:16][CH2:15][CH2:14][CH2:13]2)[CH:4]=1)[C:25](=[O:27])[CH3:26].